Dataset: Experimentally validated miRNA-target interactions with 360,000+ pairs, plus equal number of negative samples. Task: Binary Classification. Given a miRNA mature sequence and a target amino acid sequence, predict their likelihood of interaction. (1) The miRNA is hsa-miR-6771-3p with sequence CAAACCCCUGUCUACCCGCAG. The protein sequence of the target gene is MEPPRGPPANGAEPSRAVGTVKVYLPNKQRTVVTVRDGMSVYDSLDKALKVRGLNQDCCVVYRLIKGRKTVTAWDTAIAPLDGEELIVEVLEDVPLTMHNFVRKTFFSLAFCDFCLKFLFHGFRCQTCGYKFHQHCSSKVPTVCVDMSTNRQQFYHSVQDLSGGSRQHEAPSNRPLNELLTPQGPSPRTQHCDPEHFPFPAPANAPLQRIRSTSTPNVHMVSTTAPMDSNLIQLTGQSFSTDAAGSRGGSDGTPRGSPSPASVSSGRKSPHSKSPAEQRERKSLADDKKKVKNLGYRDSG.... Result: 0 (no interaction). (2) The miRNA is hsa-miR-665 with sequence ACCAGGAGGCUGAGGCCCCU. Result: 0 (no interaction). The protein sequence of the target gene is MSGEPGQTSVAPPPEEVEPGSGVRIVVEYCEPCGFEATYLELASAVKEQYPGIEIESRLGGTGAFEIEINGQLVFSKLENGGFPYEKDLIEAIRRASNGETLEKITNSRPPCVIL. (3) The miRNA is dme-miR-2c-3p with sequence UAUCACAGCCAGCUUUGAUGGGC. The protein sequence of the target gene is MDPSLLRERELFKKRALSTPVVEKRSASSESSSSSSKKKKTKVEHGGSSGSKQNSDHSNGSFNLKALSGSSGYKFGVLAKIVNYMKTRHQRGDTHPLTLDEILDETQHLDIGLKQKQWLMTEALVNNPKIEVIDGKYAFKPKYNVRDKKALLRLLDQHDQRGLGGILLEDIEEALPNSQKAVKALGDQILFVNRPDKKKILFFNDKSCQFSVDEEFQKLWRSVTVDSMDEEKIEEYLKRQGISSMQESGPKKVAPIQRRKKPASQKKRRFKTHNEHLAGVLKDYSDITSSK. Result: 0 (no interaction). (4) The miRNA is hsa-miR-8083 with sequence CAGGACUUGACGGCUGCAACU. The protein sequence of the target gene is MSLFDLFRGFFGFPGPRSHRDPFFGGMTRDEDDDEEEEEEGGSWGRGNPRFHSPQHPPEEFGFGFSFSPGGGIRFHDNFGFDDLVRDFNSIFSDMGAWTLPSHPPELPGPESETPGERLREGQTLRDSMLKYPDSHQPRIFGGVLESDARSESPQPAPDWGSQRPFHRFDDVWPMDPHPRTREDNDLDSQVSQEGLGPVLQPQPKSYFKSISVTKITKPDGIVEERRTVVDSEGRTETTVTRHEADSSPRGDPESPRPPALDDAFSILDLFLGRWFRSR. Result: 1 (interaction). (5) The miRNA is hsa-miR-627-3p with sequence UCUUUUCUUUGAGACUCACU. The protein sequence of the target gene is MGPPSSSGFYVSRAVALLLAGLVAALLLALAVLAALYGHCERVPPSELPGLRDLEAESSPPLRQKPTPTPKPSSARELAVTTTPSNWRPPGPWDQLRLPPWLVPLHYDLELWPQLRPDELPAGSLPFTGRVNITVRCTVATSRLLLHSLFQDCERAEVRGPLSPGTGNATVGRVPVDDVWFALDTEYMVLELSEPLKPGSSYELQLSFSGLVKEDLREGLFLNVYTDQGERRALLASQLEPTFARYVFPCFDEPALKATFNITMIHHPSYVALSNMPKLGQSEKEDVNGSKWTVTTFSTT.... Result: 1 (interaction). (6) The miRNA is hsa-miR-586 with sequence UAUGCAUUGUAUUUUUAGGUCC. The protein sequence of the target gene is MLDMGDRKEVKMIPKSSFSINSLVPEAVQNDNHHASHGHHNSHHPQHHHHHHHHHHHPPPPAPQPPPPPQQQQPPPPPPPAPQPPQTRGAPAADDDKGPQQLLLPPPPPPPPAAALDGAKADGLGGKGEPGGGPGELAPVGPDEKEKGAGAGGEEKKGAGEGGKDGEGGKEGEKKNGKYEKPPFSYNALIMMAIRQSPEKRLTLNGIYEFIMKNFPYYRENKQGWQNSIRHNLSLNKCFVKVPRHYDDPGKGNYWMLDPSSDDVFIGGTTGKLRRRSTTSRAKLAFKRGARLTSTGLTFM.... Result: 1 (interaction). (7) The protein sequence of the target gene is MRPALAVGLVFAGCCSNVIFLELLARKHPGCGNIVTFAQFLFIAVEGFLFEADLGRKPPAIPIRYYAIMVTMFFTVSVVNNYALNLNIAMPLHMIFRSGSLIANMILGIIILKKRYSIFKYTSIALVSVGIFICTFMSAKQVTSQSSLSENDGFQAFVWWLLGIGALTFALLMSARMGIFQETLYKRFGKHSKEALFYNHALPLPGFVFLASDIYDHAVLFNKSELYEIPVIGVTLPIMWFYLLMNIITQYVCIRGVFILTTECASLTVTLVVTLRKFVSLIFSILYFQNPFTLWHWLGT.... The miRNA is hsa-miR-4639-3p with sequence UCACUCUCACCUUGCUUUGC. Result: 1 (interaction). (8) The miRNA is hsa-miR-124-3p with sequence UAAGGCACGCGGUGAAUGCCAA. The protein sequence of the target gene is MSHHPSGLRAGFSSTSYRRTFGPPPSLSPGAFSYSSSSRFSSSRLLGSASPSSSVRLGSFRSPRAGAGALLRLPSERLDFSMAEALNQEFLATRSNEKQELQELNDRFANFIEKVRFLEQQNAALRGELSQARGQEPARADQLCQQELRELRRELELLGRERDRVQVERDGLAEDLAALKQRLEEETRKREDAEHNLVLFRKDVDDATLSRLELERKIESLMDEIEFLKKLHEEELRDLQVSVESQQVQQVEVEATVKPELTAALRDIRAQYESIAAKNLQEAEEWYKSKYADLSDAANR.... Result: 1 (interaction).